From a dataset of Full USPTO retrosynthesis dataset with 1.9M reactions from patents (1976-2016). Predict the reactants needed to synthesize the given product. (1) Given the product [CH2:7]=[CH:6][C:5]1[CH:10]=[CH:1][CH:2]=[CH:3][CH:4]=1.[CH2:26]=[CH:27][CH:29]=[CH2:30].[N:65]1([CH2:70][CH2:71][CH:72]=[CH:73][C:74]2[CH:75]=[CH:76][CH:77]=[CH:78][CH:79]=2)[CH2:69][CH2:68][CH2:67][CH2:66]1, predict the reactants needed to synthesize it. The reactants are: [C:1]1(S([O-])(=O)=O)[C:10]2[C:5](=[CH:6][CH:7]=CC=2)[CH:4]=[CH:3][CH:2]=1.[Na+].C=O.P([O-])([O-])([O-])=O.[K+].[K+].[K+].[CH3:26][CH:27]([C:29]1CC[C@H]2C(=CC[C@H]3[C@@](C(O)=O)(C)CCC[C@@]32C)[CH:30]=1)C.[OH-].[K+].S([O-])[O-].C=O.[Na+].[Na+].C=CC1C=CC=CC=1.[N:65]1([CH2:70][CH2:71][CH:72]=[CH:73][C:74]2[CH:79]=[CH:78][CH:77]=[CH:76][CH:75]=2)[CH2:69][CH2:68][CH2:67][CH2:66]1.CC(C(C(C(S)(C)C)(C)C)(C)C)C. (2) Given the product [CH2:16]([O:15][C:5]1[N:4]=[C:3]([O:2][CH3:1])[CH:8]=[C:7]([O:9][CH2:10][C:11]([F:12])([F:14])[F:13])[N:6]=1)[CH3:17], predict the reactants needed to synthesize it. The reactants are: [CH3:1][O:2][C:3]1[CH:8]=[C:7]([O:9][CH2:10][C:11]([F:14])([F:13])[F:12])[N:6]=[C:5]([OH:15])[N:4]=1.[CH2:16](I)[CH3:17].[F-].[Cs+].O. (3) The reactants are: [CH3:1][O:2][C:3]1[N:8]=[CH:7][C:6]([N:9]2[C:18]3[C:13](=[CH:14][CH:15]=[CH:16][N:17]=3)[CH:12]=[C:11]([C:19](O)=[O:20])[C:10]2=[O:22])=[CH:5][CH:4]=1.C(Cl)(=O)C([Cl:26])=O.CN(C)C=O. Given the product [CH3:1][O:2][C:3]1[N:8]=[CH:7][C:6]([N:9]2[C:18]3[C:13](=[CH:14][CH:15]=[CH:16][N:17]=3)[CH:12]=[C:11]([C:19]([Cl:26])=[O:20])[C:10]2=[O:22])=[CH:5][CH:4]=1, predict the reactants needed to synthesize it.